Dataset: Forward reaction prediction with 1.9M reactions from USPTO patents (1976-2016). Task: Predict the product of the given reaction. Given the reactants [CH2:1]([C@H:8]1[N:13]([C:14]([C:16]2[N:17]=[CH:18][N:19]([CH:27]3[CH2:32][CH2:31][CH2:30][CH2:29][CH2:28]3)[C:20]=2[C:21]2[CH:26]=[CH:25][CH:24]=[CH:23][CH:22]=2)=[O:15])[CH2:12][CH2:11][N:10](C(OC(C)(C)C)=O)[CH2:9]1)[C:2]1[CH:7]=[CH:6][CH:5]=[CH:4][CH:3]=1.C(O)(C(F)(F)F)=O.C(=O)([O-])O.[Na+], predict the reaction product. The product is: [CH2:1]([C@@H:8]1[CH2:9][NH:10][CH2:11][CH2:12][N:13]1[C:14]([C:16]1[N:17]=[CH:18][N:19]([CH:27]2[CH2:32][CH2:31][CH2:30][CH2:29][CH2:28]2)[C:20]=1[C:21]1[CH:26]=[CH:25][CH:24]=[CH:23][CH:22]=1)=[O:15])[C:2]1[CH:3]=[CH:4][CH:5]=[CH:6][CH:7]=1.